This data is from Full USPTO retrosynthesis dataset with 1.9M reactions from patents (1976-2016). The task is: Predict the reactants needed to synthesize the given product. (1) Given the product [CH:1]1([CH2:6][C@@H:7]2[CH2:8][N:10]([O:11][CH2:12][C:13]3[CH:18]=[CH:17][CH:16]=[CH:15][CH:14]=3)[C:19]2=[O:20])[CH2:5][CH2:4][CH2:3][CH2:2]1, predict the reactants needed to synthesize it. The reactants are: [CH:1]1([CH2:6][C@H:7]([CH2:19][OH:20])[C:8]([NH:10][O:11][CH2:12][C:13]2[CH:18]=[CH:17][CH:16]=[CH:15][CH:14]=2)=O)[CH2:5][CH2:4][CH2:3][CH2:2]1.C1(P(C2C=CC=CC=2)C2C=CC=CC=2)C=CC=CC=1.N(C(OC(C)C)=O)=NC(OC(C)C)=O. (2) Given the product [CH3:22][O:21][C:18]1[CH:19]=[CH:20][C:15]([NH:14][C:10]2[CH:11]=[CH:12][CH:13]=[C:4]([C:3]([OH:23])=[O:2])[C:5]=2[C:6]([OH:8])=[O:7])=[CH:16][CH:17]=1, predict the reactants needed to synthesize it. The reactants are: C[O:2][C:3](=[O:23])[C:4]1[C:5](=[C:10]([NH:14][C:15]2[CH:20]=[CH:19][C:18]([O:21][CH3:22])=[CH:17][CH:16]=2)[CH:11]=[CH:12][CH:13]=1)[C:6]([O:8]C)=[O:7].[OH-].[Na+].